Task: Regression. Given two drug SMILES strings and cell line genomic features, predict the synergy score measuring deviation from expected non-interaction effect.. Dataset: NCI-60 drug combinations with 297,098 pairs across 59 cell lines (1) Drug 1: CC1=CC=C(C=C1)C2=CC(=NN2C3=CC=C(C=C3)S(=O)(=O)N)C(F)(F)F. Drug 2: C#CCC(CC1=CN=C2C(=N1)C(=NC(=N2)N)N)C3=CC=C(C=C3)C(=O)NC(CCC(=O)O)C(=O)O. Cell line: MDA-MB-435. Synergy scores: CSS=53.5, Synergy_ZIP=5.34, Synergy_Bliss=3.17, Synergy_Loewe=-19.7, Synergy_HSA=0.487. (2) Synergy scores: CSS=38.1, Synergy_ZIP=-1.33, Synergy_Bliss=-5.08, Synergy_Loewe=-5.74, Synergy_HSA=-5.21. Cell line: OVCAR-4. Drug 1: C1=C(C(=O)NC(=O)N1)F. Drug 2: CCN(CC)CCNC(=O)C1=C(NC(=C1C)C=C2C3=C(C=CC(=C3)F)NC2=O)C. (3) Drug 1: COC1=C(C=C2C(=C1)N=CN=C2NC3=CC(=C(C=C3)F)Cl)OCCCN4CCOCC4. Drug 2: CCCS(=O)(=O)NC1=C(C(=C(C=C1)F)C(=O)C2=CNC3=C2C=C(C=N3)C4=CC=C(C=C4)Cl)F. Cell line: M14. Synergy scores: CSS=48.9, Synergy_ZIP=3.79, Synergy_Bliss=2.16, Synergy_Loewe=-12.5, Synergy_HSA=4.49. (4) Drug 1: C1CCN(CC1)CCOC2=CC=C(C=C2)C(=O)C3=C(SC4=C3C=CC(=C4)O)C5=CC=C(C=C5)O. Drug 2: CCCS(=O)(=O)NC1=C(C(=C(C=C1)F)C(=O)C2=CNC3=C2C=C(C=N3)C4=CC=C(C=C4)Cl)F. Cell line: TK-10. Synergy scores: CSS=26.0, Synergy_ZIP=0.613, Synergy_Bliss=4.39, Synergy_Loewe=1.34, Synergy_HSA=4.02. (5) Drug 1: COC1=NC(=NC2=C1N=CN2C3C(C(C(O3)CO)O)O)N. Drug 2: C1C(C(OC1N2C=NC3=C2NC=NCC3O)CO)O. Cell line: SF-268. Synergy scores: CSS=-2.46, Synergy_ZIP=2.74, Synergy_Bliss=1.91, Synergy_Loewe=-1.23, Synergy_HSA=-3.73. (6) Drug 1: CCC1(CC2CC(C3=C(CCN(C2)C1)C4=CC=CC=C4N3)(C5=C(C=C6C(=C5)C78CCN9C7C(C=CC9)(C(C(C8N6C)(C(=O)OC)O)OC(=O)C)CC)OC)C(=O)OC)O.OS(=O)(=O)O. Drug 2: C1=CC=C(C(=C1)C(C2=CC=C(C=C2)Cl)C(Cl)Cl)Cl. Cell line: SK-OV-3. Synergy scores: CSS=3.02, Synergy_ZIP=-1.99, Synergy_Bliss=-3.50, Synergy_Loewe=0.547, Synergy_HSA=-0.988. (7) Drug 1: CC1=C(C=C(C=C1)C(=O)NC2=CC(=CC(=C2)C(F)(F)F)N3C=C(N=C3)C)NC4=NC=CC(=N4)C5=CN=CC=C5. Drug 2: CS(=O)(=O)CCNCC1=CC=C(O1)C2=CC3=C(C=C2)N=CN=C3NC4=CC(=C(C=C4)OCC5=CC(=CC=C5)F)Cl. Cell line: HL-60(TB). Synergy scores: CSS=-6.10, Synergy_ZIP=4.45, Synergy_Bliss=1.66, Synergy_Loewe=-4.68, Synergy_HSA=-6.30. (8) Drug 1: C1=C(C(=O)NC(=O)N1)F. Drug 2: C1=CC=C(C=C1)NC(=O)CCCCCCC(=O)NO. Cell line: MDA-MB-231. Synergy scores: CSS=27.4, Synergy_ZIP=-1.24, Synergy_Bliss=5.31, Synergy_Loewe=7.72, Synergy_HSA=8.41. (9) Drug 2: CC=C1C(=O)NC(C(=O)OC2CC(=O)NC(C(=O)NC(CSSCCC=C2)C(=O)N1)C(C)C)C(C)C. Cell line: 786-0. Synergy scores: CSS=22.6, Synergy_ZIP=-0.200, Synergy_Bliss=4.74, Synergy_Loewe=2.16, Synergy_HSA=4.29. Drug 1: CC1CCC2CC(C(=CC=CC=CC(CC(C(=O)C(C(C(=CC(C(=O)CC(OC(=O)C3CCCCN3C(=O)C(=O)C1(O2)O)C(C)CC4CCC(C(C4)OC)O)C)C)O)OC)C)C)C)OC.